Dataset: Catalyst prediction with 721,799 reactions and 888 catalyst types from USPTO. Task: Predict which catalyst facilitates the given reaction. (1) Reactant: Br[C:2]1[C:11]([O:12][C:13]2[C:22]3[C:17](=[CH:18][C:19]([O:25][CH3:26])=[C:20]([O:23][CH3:24])[CH:21]=3)[N:16]=[CH:15][CH:14]=2)=[CH:10][C:9]2[C:4](=[CH:5][CH:6]=[CH:7][CH:8]=2)[N:3]=1.[OH:27][CH2:28][C:29]1[CH:30]=[C:31](OB=O)[CH:32]=[CH:33][CH:34]=1.C(=O)([O-])[O-].[K+].[K+]. Product: [CH3:24][O:23][C:20]1[CH:21]=[C:22]2[C:17](=[CH:18][C:19]=1[O:25][CH3:26])[N:16]=[CH:15][CH:14]=[C:13]2[O:12][C:11]1[C:2]([C:33]2[CH:34]=[C:29]([CH2:28][OH:27])[CH:30]=[CH:31][CH:32]=2)=[N:3][C:4]2[C:9]([CH:10]=1)=[CH:8][CH:7]=[CH:6][CH:5]=2. The catalyst class is: 9. (2) Reactant: [BH-](OC(C)=O)(OC(C)=O)OC(C)=O.[Na+].[CH:15]([C:17]1[CH:22]=[CH:21][CH:20]=[CH:19][C:18]=1[C:23]1[CH:24]=[CH:25][C:26]([C:29]([NH:31][CH2:32][CH2:33][C:34]([O:36][C:37]([CH3:40])([CH3:39])[CH3:38])=[O:35])=[O:30])=[N:27][CH:28]=1)=O.[Cl:41][C:42]1[CH:47]=[CH:46][C:45]([C:48]2[CH:53]=[CH:52][C:51]([NH2:54])=[CH:50][CH:49]=2)=[CH:44][CH:43]=1.CC(O)=O. Product: [Cl:41][C:42]1[CH:43]=[CH:44][C:45]([C:48]2[CH:53]=[CH:52][C:51]([NH:54][CH2:15][C:17]3[CH:22]=[CH:21][CH:20]=[CH:19][C:18]=3[C:23]3[CH:24]=[CH:25][C:26]([C:29]([NH:31][CH2:32][CH2:33][C:34]([O:36][C:37]([CH3:40])([CH3:39])[CH3:38])=[O:35])=[O:30])=[N:27][CH:28]=3)=[CH:50][CH:49]=2)=[CH:46][CH:47]=1. The catalyst class is: 674. (3) Reactant: [CH2:1]([O:3][C:4](=[O:30])[C:5]([CH2:27][CH:28]=C)([NH:19][C:20]([O:22][C:23]([CH3:26])([CH3:25])[CH3:24])=[O:21])[CH2:6][CH2:7][CH2:8][CH2:9][B:10]1[O:14][C:13]([CH3:16])([CH3:15])[C:12]([CH3:18])([CH3:17])[O:11]1)[CH3:2].[O:31]=[O+][O-].C1(P(C2C=CC=CC=2)C2C=CC=CC=2)C=CC=CC=1. Product: [CH2:1]([O:3][C:4](=[O:30])[C:5]([NH:19][C:20]([O:22][C:23]([CH3:25])([CH3:26])[CH3:24])=[O:21])([CH2:27][CH:28]=[O:31])[CH2:6][CH2:7][CH2:8][CH2:9][B:10]1[O:11][C:12]([CH3:17])([CH3:18])[C:13]([CH3:15])([CH3:16])[O:14]1)[CH3:2]. The catalyst class is: 4. (4) Reactant: [Cl:1][C:2]1[CH:3]=[C:4]2[C:8](=[CH:9][CH:10]=1)[NH:7][C:6]([C:11]([O:13][CH2:14][CH3:15])=[O:12])=[CH:5]2.C(=O)([O-])[O-].[K+].[K+].[CH2:22](Cl)[C:23]1[CH:28]=[CH:27][CH:26]=[CH:25][CH:24]=1. Product: [CH2:22]([N:7]1[C:8]2[C:4](=[CH:3][C:2]([Cl:1])=[CH:10][CH:9]=2)[CH:5]=[C:6]1[C:11]([O:13][CH2:14][CH3:15])=[O:12])[C:23]1[CH:28]=[CH:27][CH:26]=[CH:25][CH:24]=1. The catalyst class is: 9. (5) Reactant: [OH:1][C:2]1[C:7]2=[N:8][C:9]([CH3:16])=[C:10]([CH2:13][CH2:14]O)[C:11](=[O:12])[N:6]2[CH:5]=[CH:4][CH:3]=1.S(Cl)([Cl:19])=O. Product: [OH:1][C:2]1[C:7]2=[N:8][C:9]([CH3:16])=[C:10]([CH2:13][CH2:14][Cl:19])[C:11](=[O:12])[N:6]2[CH:5]=[CH:4][CH:3]=1. The catalyst class is: 9. (6) Reactant: F[C:2]1([F:9])[CH2:5][CH:4]([C:6]([OH:8])=O)[CH2:3]1.C(N1C=CN=C1)(N1C=CN=C1)=O.O[N:23]=[C:24]([C:26]1[CH:27]=[CH:28][C:29]([CH3:44])=[C:30]([NH:32][C:33]([C:35]2[N:39]3[CH:40]=[CH:41][CH:42]=[CH:43][C:38]3=[N:37][CH:36]=2)=[O:34])[CH:31]=1)[NH2:25]. Product: [F:9][CH:2]1[CH2:3][CH:4]([C:6]2[O:8][N:23]=[C:24]([C:26]3[CH:27]=[CH:28][C:29]([CH3:44])=[C:30]([NH:32][C:33]([C:35]4[N:39]5[CH:40]=[CH:41][CH:42]=[CH:43][C:38]5=[N:37][CH:36]=4)=[O:34])[CH:31]=3)[N:25]=2)[CH2:5]1. The catalyst class is: 37.